This data is from Plasma protein binding rate (PPBR) regression data from AstraZeneca. The task is: Regression/Classification. Given a drug SMILES string, predict its absorption, distribution, metabolism, or excretion properties. Task type varies by dataset: regression for continuous measurements (e.g., permeability, clearance, half-life) or binary classification for categorical outcomes (e.g., BBB penetration, CYP inhibition). For this dataset (ppbr_az), we predict Y. (1) The molecule is Cc1ccccc1CN1CCC(N2CCC(n3c(=O)[nH]c4ccccc43)CC2)CC1. The Y is 64.5 %. (2) The drug is Nc1ccc(OCCc2ccccc2)cc1. The Y is 96.6 %. (3) The drug is O=C(CN1C2=NCCN2c2ccccc21)c1ccc(Cl)cc1. The Y is 66.1 %. (4) The molecule is CN[C@@H](C)C(=O)N[C@H](C(=O)N[C@H]1CCN(C(=O)c2ccccc2)C1)C1CCCCC1. The Y is 33.9 %. (5) The drug is CC(=O)c1cc2ccc(O)cc2oc1=O. The Y is 98.5 %.